This data is from Full USPTO retrosynthesis dataset with 1.9M reactions from patents (1976-2016). The task is: Predict the reactants needed to synthesize the given product. (1) Given the product [F:1][C:2]([F:10])([F:9])[C:3]1([C:6]([NH2:13])=[O:7])[CH2:5][CH2:4]1, predict the reactants needed to synthesize it. The reactants are: [F:1][C:2]([F:10])([F:9])[C:3]1([C:6](O)=[O:7])[CH2:5][CH2:4]1.C(#[N:13])C.[OH-].[NH4+].C(OCC)(=O)C. (2) Given the product [ClH:24].[F:19][C:20]1[CH:21]=[C:22]([CH:25]=[CH:26][C:27]=1[F:28])[CH2:23][S:18][C:9]1[NH:8][C@H:7]([C:1]2[CH:2]=[CH:3][CH:4]=[CH:5][CH:6]=2)[C@H:11]([C:12]2[CH:13]=[CH:14][CH:15]=[CH:16][CH:17]=2)[N:10]=1, predict the reactants needed to synthesize it. The reactants are: [C:1]1([C@H:7]2[C@@H:11]([C:12]3[CH:17]=[CH:16][CH:15]=[CH:14][CH:13]=3)[NH:10][C:9](=[S:18])[NH:8]2)[CH:6]=[CH:5][CH:4]=[CH:3][CH:2]=1.[F:19][C:20]1[CH:21]=[C:22]([CH:25]=[CH:26][C:27]=1[F:28])[CH2:23][Cl:24]. (3) Given the product [C:30]([O:29][C:27]([N:8]([CH2:15][C:16](=[O:18])[CH3:17])[CH2:9][C:10]([O:12][CH2:13][CH3:14])=[O:11])=[O:28])([CH3:31])([CH3:32])[CH3:33], predict the reactants needed to synthesize it. The reactants are: C([N:8]([CH2:15][C:16](=[O:18])[CH3:17])[CH2:9][C:10]([O:12][CH2:13][CH3:14])=[O:11])C1C=CC=CC=1.[CH3:31][C:30]([O:29][C:27](O[C:27]([O:29][C:30]([CH3:33])([CH3:32])[CH3:31])=[O:28])=[O:28])([CH3:33])[CH3:32]. (4) Given the product [C:1]([O:5][C:6](=[O:38])[CH2:7][O:8][C:9]1[C:14]2[CH2:15][CH2:16][CH2:17][CH2:18][CH:19]([N:20]([CH3:41])[S:21]([C:24]3[CH:25]=[CH:26][C:27]([C:30]4[CH:35]=[CH:34][CH:33]=[C:32]([S:36][CH3:37])[CH:31]=4)=[CH:28][CH:29]=3)(=[O:23])=[O:22])[C:13]=2[CH:12]=[CH:11][CH:10]=1)([CH3:4])([CH3:3])[CH3:2], predict the reactants needed to synthesize it. The reactants are: [C:1]([O:5][C:6](=[O:38])[CH2:7][O:8][C:9]1[C:14]2[CH2:15][CH2:16][CH2:17][CH2:18][CH:19]([NH:20][S:21]([C:24]3[CH:29]=[CH:28][C:27]([C:30]4[CH:35]=[CH:34][CH:33]=[C:32]([S:36][CH3:37])[CH:31]=4)=[CH:26][CH:25]=3)(=[O:23])=[O:22])[C:13]=2[CH:12]=[CH:11][CH:10]=1)([CH3:4])([CH3:3])[CH3:2].CI.[C:41]([O-])([O-])=O.[K+].[K+].